From a dataset of Full USPTO retrosynthesis dataset with 1.9M reactions from patents (1976-2016). Predict the reactants needed to synthesize the given product. (1) Given the product [C:13]([O:17][C:18](=[O:21])[CH:19]=[CH2:20])([CH3:16])([CH3:15])[CH3:14].[C:22]([NH2:26])(=[O:25])[CH:23]=[CH2:24], predict the reactants needed to synthesize it. The reactants are: [Cl-].C[N+](C)(C)CCOC(=O)C=C.[C:13]([O:17][C:18](=[O:21])[CH:19]=[CH2:20])([CH3:16])([CH3:15])[CH3:14].[C:22]([NH2:26])(=[O:25])[CH:23]=[CH2:24]. (2) Given the product [CH:27]1([NH:26][C:24](=[O:25])[CH2:23][N:8]2[C:9](=[O:11])[C:10]3[C:2]([CH3:1])=[C:3]([C:12]([O:14][CH3:15])=[O:13])[S:4][C:5]=3[N:6]=[CH:7]2)[CH2:32][CH2:31][CH2:30][CH2:29][CH2:28]1, predict the reactants needed to synthesize it. The reactants are: [CH3:1][C:2]1[C:10]2[C:9](=[O:11])[NH:8][CH:7]=[N:6][C:5]=2[S:4][C:3]=1[C:12]([O:14][CH3:15])=[O:13].C([O-])([O-])=O.[K+].[K+].Cl[CH2:23][C:24]([NH:26][CH:27]1[CH2:32][CH2:31][CH2:30][CH2:29][CH2:28]1)=[O:25]. (3) Given the product [CH:1]1([C:4]2[C:5]([CH2:21][N:22]3[CH2:27][CH2:26][CH2:25][CH2:24][C@H:23]3[C:28]3[CH:33]=[CH:32][C:31]([C:34]([OH:36])=[O:35])=[C:30]([F:38])[CH:29]=3)=[C:6]3[C:10](=[C:11]([CH3:13])[CH:12]=2)[NH:9][CH:8]=[CH:7]3)[CH2:3][CH2:2]1, predict the reactants needed to synthesize it. The reactants are: [CH:1]1([C:4]2[C:5]([CH2:21][N:22]3[CH2:27][CH2:26][CH2:25][CH2:24][C@H:23]3[C:28]3[CH:33]=[CH:32][C:31]([C:34]([O:36]C)=[O:35])=[C:30]([F:38])[CH:29]=3)=[C:6]3[C:10](=[C:11]([CH3:13])[CH:12]=2)[N:9](C(OC(C)(C)C)=O)[CH:8]=[CH:7]3)[CH2:3][CH2:2]1.[Li+].[OH-].O.CO. (4) Given the product [Cl:40][C:19]1[C:20]([SH:39])=[N:21][CH:22]=[C:23]([C:24]([N:26]2[CH2:31][CH2:30][CH:29]([C:32]3[CH:33]=[CH:34][C:35]([F:38])=[CH:36][CH:37]=3)[CH2:28][CH2:27]2)=[O:25])[C:18]=1[NH:9][C:1](=[O:8])[C:2]1[CH:7]=[CH:6][CH:5]=[CH:4][CH:3]=1, predict the reactants needed to synthesize it. The reactants are: [C:1]([N:9]([C:18]1[C:23]([C:24]([N:26]2[CH2:31][CH2:30][CH:29]([C:32]3[CH:37]=[CH:36][C:35]([F:38])=[CH:34][CH:33]=3)[CH2:28][CH2:27]2)=[O:25])=[CH:22][N:21]=[C:20]([SH:39])[C:19]=1[Cl:40])C(=O)C1C=CC=CC=1)(=[O:8])[C:2]1[CH:7]=[CH:6][CH:5]=[CH:4][CH:3]=1.C(=O)([O-])[O-].[K+].[K+].[Cl-].[NH4+]. (5) Given the product [Cl:5][C:6]1[CH:11]=[C:10]([S:12]([C:15]2[CH:16]=[CH:17][CH:18]=[CH:19][C:20]=2[NH:4][CH2:3][CH2:1][OH:2])(=[O:14])=[O:13])[CH:9]=[CH:8][C:7]=1[NH:22][C:23](=[O:31])[C@:24]([OH:30])([CH3:29])[C:25]([F:28])([F:27])[F:26], predict the reactants needed to synthesize it. The reactants are: [CH2:1]([CH2:3][NH2:4])[OH:2].[Cl:5][C:6]1[CH:11]=[C:10]([S:12]([C:15]2[CH:20]=[CH:19][CH:18]=[CH:17][C:16]=2F)(=[O:14])=[O:13])[CH:9]=[CH:8][C:7]=1[NH:22][C:23](=[O:31])[C@:24]([OH:30])([CH3:29])[C:25]([F:28])([F:27])[F:26].[Cl-].[NH4+]. (6) The reactants are: Cl[C:2]1[N:7]=[C:6]([CH3:8])[N:5]=[C:4]([NH:9][C:10]2[S:11][C:12]([C:15]([NH:17][C:18]3[C:23]([CH3:24])=[CH:22][CH:21]=[CH:20][C:19]=3[Cl:25])=[O:16])=[CH:13][N:14]=2)[CH:3]=1.[CH2:26]([O:28][C:29]([CH2:31][N:32]1[CH2:37][CH2:36][NH:35][CH2:34][CH2:33]1)=[O:30])[CH3:27]. Given the product [Cl:25][C:19]1[CH:20]=[CH:21][CH:22]=[C:23]([CH3:24])[C:18]=1[NH:17][C:15]([C:12]1[S:11][C:10]([NH:9][C:4]2[N:5]=[C:6]([CH3:8])[N:7]=[C:2]([N:35]3[CH2:34][CH2:33][N:32]([CH2:31][C:29]([O:28][CH2:26][CH3:27])=[O:30])[CH2:37][CH2:36]3)[CH:3]=2)=[N:14][CH:13]=1)=[O:16], predict the reactants needed to synthesize it. (7) The reactants are: [OH-].[Li+].[CH3:3][O:4][C:5]1[CH:6]=[C:7]([CH:10]=[CH:11][C:12]=1[N:13]1[CH:17]=[C:16]([CH3:18])[N:15]=[CH:14]1)[CH:8]=O.[F:19][C:20]1[CH:21]=[C:22]([C@H:27]2[N:35]3[C@@H:30]([CH2:31][CH2:32][CH:33](P(=O)(OCC)OCC)[C:34]3=[O:36])[CH2:29][CH2:28]2)[CH:23]=[C:24]([F:26])[CH:25]=1.C(O)C. Given the product [F:26][C:24]1[CH:23]=[C:22]([C@H:27]2[N:35]3[C@@H:30]([CH2:31][CH2:32]/[C:33](=[CH:8]\[C:7]4[CH:10]=[CH:11][C:12]([N:13]5[CH:17]=[C:16]([CH3:18])[N:15]=[CH:14]5)=[C:5]([O:4][CH3:3])[CH:6]=4)/[C:34]3=[O:36])[CH2:29][CH2:28]2)[CH:21]=[C:20]([F:19])[CH:25]=1, predict the reactants needed to synthesize it.